From a dataset of Reaction yield outcomes from USPTO patents with 853,638 reactions. Predict the reaction yield, written as a fraction of the theoretical maximum amount of product (1.0 means a 100% yield; for example, 0.34 means a 34% yield). (1) The product is [CH2:1]([C:3]1[C:11]([CH3:12])=[C:10]2[C:6](=[C:5]([O:14][CH2:15][CH2:16][Si:17]([CH3:18])([CH3:19])[CH3:20])[C:4]=1[CH2:21][CH:22]=[C:23]([CH3:26])[CH2:24][OH:25])[C:7](=[O:13])[O:8][CH2:9]2)[CH3:2]. The yield is 0.730. The catalyst is CO.CO.O.C1COCC1. The reactants are [CH2:1]([C:3]1[C:11]([CH3:12])=[C:10]2[C:6]([C:7](=[O:13])[O:8][CH2:9]2)=[C:5]([O:14][CH2:15][CH2:16][Si:17]([CH3:20])([CH3:19])[CH3:18])[C:4]=1[CH2:21][CH:22]=[C:23]([CH3:26])[CH:24]=[O:25])[CH3:2].[BH4-].[Li+]. (2) The reactants are [K+].[C:2]([O:6][C:7]([N:9]1[CH2:14][CH2:13][N:12]([C:15]2[CH:20]=[CH:19][C:18]([C:21]3[O:25][C:24]([C:26]4[CH:34]=[CH:33][CH:32]=[C:31]5[C:27]=4[CH:28]=[CH:29][NH:30]5)=[N:23][C:22]=3[C:35]([O-])=[O:36])=[CH:17][CH:16]=2)[CH2:11][CH2:10]1)=[O:8])([CH3:5])([CH3:4])[CH3:3].O.OC1C2N=N[NH:45]C=2C=CC=1.Cl.CN(C)CCCN=C=NCC.N.O1CCOCC1. The catalyst is C(Cl)Cl.CN(C=O)C. The product is [C:35]([C:22]1[N:23]=[C:24]([C:26]2[CH:34]=[CH:33][CH:32]=[C:31]3[C:27]=2[CH:28]=[CH:29][NH:30]3)[O:25][C:21]=1[C:18]1[CH:19]=[CH:20][C:15]([N:12]2[CH2:13][CH2:14][N:9]([C:7]([O:6][C:2]([CH3:4])([CH3:5])[CH3:3])=[O:8])[CH2:10][CH2:11]2)=[CH:16][CH:17]=1)(=[O:36])[NH2:45]. The yield is 0.650. (3) The reactants are Cl[C:2]1[N:7]=[C:6]([S:8][C:9]2[CH:10]=[C:11]([NH:15][C:16](=[O:19])[CH:17]=[CH2:18])[CH:12]=[CH:13][CH:14]=2)[CH:5]=[CH:4][N:3]=1.[CH3:20][O:21][C:22]1[CH:23]=[C:24]([CH:26]=[C:27]([O:31][CH3:32])[C:28]=1[O:29][CH3:30])[NH2:25]. No catalyst specified. The product is [CH3:32][O:31][C:27]1[CH:26]=[C:24]([NH:25][C:2]2[N:7]=[C:6]([S:8][C:9]3[CH:10]=[C:11]([NH:15][C:16](=[O:19])[CH:17]=[CH2:18])[CH:12]=[CH:13][CH:14]=3)[CH:5]=[CH:4][N:3]=2)[CH:23]=[C:22]([O:21][CH3:20])[C:28]=1[O:29][CH3:30]. The yield is 0.140. (4) The reactants are [Cl:1][C:2]1[CH:3]=[CH:4][C:5]([C:9]2[NH:13][N:12]=[N:11][N:10]=2)=[C:6]([CH:8]=1)[NH2:7].[O:14]1[C:18]([C:19](Cl)=[O:20])=[CH:17][CH:16]=[N:15]1. No catalyst specified. The product is [Cl:1][C:2]1[CH:3]=[CH:4][C:5]([C:9]2[NH:13][N:12]=[N:11][N:10]=2)=[C:6]([NH:7][C:19]([C:18]2[O:14][N:15]=[CH:16][CH:17]=2)=[O:20])[CH:8]=1. The yield is 0.210.